From a dataset of Full USPTO retrosynthesis dataset with 1.9M reactions from patents (1976-2016). Predict the reactants needed to synthesize the given product. (1) Given the product [Cl:1][C:2]1[N:7]=[C:6]([Cl:8])[N:5]=[C:4]2[N:9]([CH:13]3[CH2:14][CH2:15][CH2:16][CH2:17][O:12]3)[N:10]=[CH:11][C:3]=12, predict the reactants needed to synthesize it. The reactants are: [Cl:1][C:2]1[N:7]=[C:6]([Cl:8])[N:5]=[C:4]2[NH:9][N:10]=[CH:11][C:3]=12.[O:12]1[CH:17]=[CH:16][CH2:15][CH2:14][CH2:13]1.C1(C)C=CC(S([O-])(=O)=O)=CC=1.[NH+]1C=CC=CC=1. (2) Given the product [Cl:1][C:2]1[C:41]([Cl:42])=[CH:40][CH:39]=[CH:38][C:3]=1[O:4][C:5]1[N:15]=[C:14]([NH:16][C:17]2[CH:22]=[CH:21][C:20]([N:23]3[CH2:28][CH2:27][NH:26][CH2:25][CH2:24]3)=[CH:19][C:18]=2[O:36][CH3:37])[C:8]2[C:9](=[O:13])[NH:10][N:11]=[CH:12][C:7]=2[CH:6]=1, predict the reactants needed to synthesize it. The reactants are: [Cl:1][C:2]1[C:41]([Cl:42])=[CH:40][CH:39]=[CH:38][C:3]=1[O:4][C:5]1[N:15]=[C:14]([NH:16][C:17]2[CH:22]=[CH:21][C:20]([N:23]3[CH2:28][CH2:27][N:26](C(OC(C)(C)C)=O)[CH2:25][CH2:24]3)=[CH:19][C:18]=2[O:36][CH3:37])[C:8]2[C:9](=[O:13])[NH:10][N:11]=[CH:12][C:7]=2[CH:6]=1.FC(F)(F)C(O)=O. (3) Given the product [F:1][C:2]1[C:8]([F:9])=[C:7]([F:10])[CH:6]=[C:5]([F:11])[C:3]=1[NH:4][C:13]1[CH:18]=[CH:17][C:16]([CH3:19])=[CH:15][CH:14]=1, predict the reactants needed to synthesize it. The reactants are: [F:1][C:2]1[C:8]([F:9])=[C:7]([F:10])[CH:6]=[C:5]([F:11])[C:3]=1[NH2:4].Br[C:13]1[CH:18]=[CH:17][C:16]([CH3:19])=[CH:15][CH:14]=1.CC(C)([O-])C.[Na+].C(P(C(C)(C)C)C(C)(C)C)(C)(C)C. (4) Given the product [CH:1](=[C:8]1/[CH2:9][N:10]([C:15]([C:28]2[CH:33]=[CH:32][CH:31]=[CH:30][CH:29]=2)([C:22]2[CH:23]=[CH:24][CH:25]=[CH:26][CH:27]=2)[C:16]2[CH:17]=[CH:18][CH:19]=[CH:20][CH:21]=2)[CH2:11][CH2:12][CH:13]/1[OH:14])/[C:2]1[CH:3]=[CH:4][CH:5]=[CH:6][CH:7]=1, predict the reactants needed to synthesize it. The reactants are: [CH:1](=[C:8]1/[CH2:9][N:10]([C:15]([C:28]2[CH:33]=[CH:32][CH:31]=[CH:30][CH:29]=2)([C:22]2[CH:27]=[CH:26][CH:25]=[CH:24][CH:23]=2)[C:16]2[CH:21]=[CH:20][CH:19]=[CH:18][CH:17]=2)[CH2:11][CH2:12][C:13]/1=[O:14])/[C:2]1[CH:7]=[CH:6][CH:5]=[CH:4][CH:3]=1.C(O)C.[BH4-].[Na+].[Cl-].[NH4+]. (5) Given the product [Cl:13][C:9]1[CH:8]=[CH:7][N:6]=[C:5]2[C:4]=1[CH:3]=[CH:2][NH:1]2, predict the reactants needed to synthesize it. The reactants are: [NH:1]1[C:5]2=[N+:6]([O-])[CH:7]=[CH:8][CH:9]=[C:4]2[CH:3]=[CH:2]1.O=P(Cl)(Cl)[Cl:13].[NH4+].[OH-]. (6) Given the product [CH2:1]([N:8]1[C:16]2[C:11](=[CH:12][CH:13]=[C:14]([O:17][CH:34]3[CH2:39][CH2:38][O:37][CH2:36][CH2:35]3)[CH:15]=2)[C:10]([C:18]([NH:20][CH2:21][C:22]2[CH:27]=[CH:26][C:25]([F:28])=[C:24]([F:29])[CH:23]=2)=[O:19])=[C:9]1[CH:30]([CH3:32])[CH3:31])[C:2]1[CH:7]=[CH:6][CH:5]=[CH:4][CH:3]=1, predict the reactants needed to synthesize it. The reactants are: [CH2:1]([N:8]1[C:16]2[C:11](=[CH:12][CH:13]=[C:14]([OH:17])[CH:15]=2)[C:10]([C:18]([NH:20][CH2:21][C:22]2[CH:27]=[CH:26][C:25]([F:28])=[C:24]([F:29])[CH:23]=2)=[O:19])=[C:9]1[CH:30]([CH3:32])[CH3:31])[C:2]1[CH:7]=[CH:6][CH:5]=[CH:4][CH:3]=1.I[CH:34]1[CH2:39][CH2:38][O:37][CH2:36][CH2:35]1. (7) Given the product [Cl:48][C:49]1[CH:50]=[C:51]([CH:54]=[CH:55][C:56]=1[OH:57])[CH2:52][N:2]([CH3:1])[CH2:3][CH2:4][CH2:5][CH2:6][CH2:7][CH2:8][CH2:9][CH2:10][CH2:11][N:12]1[CH2:13][CH2:14][CH:15]([O:18][C:19](=[O:33])[NH:20][C:21]2[CH:26]=[CH:25][CH:24]=[CH:23][C:22]=2[C:27]2[CH:28]=[CH:29][CH:30]=[CH:31][CH:32]=2)[CH2:16][CH2:17]1, predict the reactants needed to synthesize it. The reactants are: [CH3:1][NH:2][CH2:3][CH2:4][CH2:5][CH2:6][CH2:7][CH2:8][CH2:9][CH2:10][CH2:11][N:12]1[CH2:17][CH2:16][CH:15]([O:18][C:19](=[O:33])[NH:20][C:21]2[CH:26]=[CH:25][CH:24]=[CH:23][C:22]=2[C:27]2[CH:32]=[CH:31][CH:30]=[CH:29][CH:28]=2)[CH2:14][CH2:13]1.C1(N)C(F)=C(F)C(F)=C(N)C=1F.Cl.Cl.[Cl:48][C:49]1[CH:50]=[C:51]([CH:54]=[CH:55][C:56]=1[OH:57])[CH:52]=O. (8) Given the product [CH2:1]([N:8]([CH3:23])[C:9]1[CH:14]=[C:13]([CH2:15][O:16][CH2:17][C:18]([F:21])([F:20])[F:19])[N:12]=[C:11]([NH:29][C:28]2[CH:30]=[CH:31][C:32]([N:33]3[CH:37]=[C:36]([CH3:38])[N:35]=[CH:34]3)=[C:26]([O:25][CH3:24])[CH:27]=2)[N:10]=1)[C:2]1[CH:7]=[CH:6][CH:5]=[CH:4][CH:3]=1, predict the reactants needed to synthesize it. The reactants are: [CH2:1]([N:8]([CH3:23])[C:9]1[CH:14]=[C:13]([CH2:15][O:16][CH2:17][C:18]([F:21])([F:20])[F:19])[N:12]=[C:11](Cl)[N:10]=1)[C:2]1[CH:7]=[CH:6][CH:5]=[CH:4][CH:3]=1.[CH3:24][O:25][C:26]1[CH:27]=[C:28]([CH:30]=[CH:31][C:32]=1[N:33]1[CH:37]=[C:36]([CH3:38])[N:35]=[CH:34]1)[NH2:29].C(=O)([O-])[O-].[Cs+].[Cs+].C1(P(C2CCCCC2)C2C=CC=CC=2C2C=CC=CC=2)CCCCC1.